From a dataset of Peptide-MHC class I binding affinity with 185,985 pairs from IEDB/IMGT. Regression. Given a peptide amino acid sequence and an MHC pseudo amino acid sequence, predict their binding affinity value. This is MHC class I binding data. (1) The MHC is HLA-B08:01 with pseudo-sequence HLA-B08:01. The binding affinity (normalized) is 0.0847. The peptide sequence is LSSKNNEHY. (2) The peptide sequence is AVRAFLLRHY. The MHC is HLA-A33:01 with pseudo-sequence HLA-A33:01. The binding affinity (normalized) is 0. (3) The peptide sequence is GTGTHPTTA. The MHC is HLA-B07:02 with pseudo-sequence HLA-B07:02. The binding affinity (normalized) is 0.0847. (4) The peptide sequence is RYPLTFGWCF. The MHC is HLA-B35:03 with pseudo-sequence HLA-B35:03. The binding affinity (normalized) is 0. (5) The peptide sequence is PSYQLPLPM. The MHC is HLA-A02:12 with pseudo-sequence HLA-A02:12. The binding affinity (normalized) is 0.0847. (6) The peptide sequence is ILHVDNHIGI. The MHC is HLA-A02:03 with pseudo-sequence HLA-A02:03. The binding affinity (normalized) is 0.778. (7) The binding affinity (normalized) is 0.561. The peptide sequence is SLYWAIRTL. The MHC is HLA-C07:01 with pseudo-sequence HLA-C07:01. (8) The peptide sequence is MQYLNPPPY. The MHC is HLA-B08:02 with pseudo-sequence HLA-B08:02. The binding affinity (normalized) is 0.0847. (9) The peptide sequence is GTGPCPGDY. The MHC is HLA-A01:01 with pseudo-sequence HLA-A01:01. The binding affinity (normalized) is 0.141.